Dataset: Forward reaction prediction with 1.9M reactions from USPTO patents (1976-2016). Task: Predict the product of the given reaction. (1) The product is: [Cl:1][C:2]1[C:10]([CH3:12])=[C:5]2[CH:6]=[CH:7][CH:8]=[CH:9][N:4]2[N:3]=1. Given the reactants [Cl:1][C:2]1[C:10](I)=[C:5]2[CH:6]=[CH:7][CH:8]=[CH:9][N:4]2[N:3]=1.[CH3:12]B(O)O.C(=O)([O-])[O-].[Cs+].[Cs+].C1(P(C2C=CC=CC=2)C2C=CC=CC=2)C=CC=CC=1, predict the reaction product. (2) Given the reactants [CH3:1][O:2][C:3](=[O:26])[CH2:4][CH2:5][CH2:6]/[CH:7]=[CH:8]\[CH2:9][N:10]1[CH:15](/[CH:16]=[CH:17]/[C:18](=[O:24])[CH2:19][CH2:20][CH2:21][CH2:22][CH3:23])[CH2:14][CH2:13][CH2:12][C:11]1=[O:25].[H][H], predict the reaction product. The product is: [CH3:1][O:2][C:3](=[O:26])[CH2:4][CH2:5][CH2:6][CH2:7][CH2:8][CH2:9][N:10]1[CH:15]([CH2:16][CH2:17][C:18](=[O:24])[CH2:19][CH2:20][CH2:21][CH2:22][CH3:23])[CH2:14][CH2:13][CH2:12][C:11]1=[O:25]. (3) Given the reactants Br[C:2]1[CH:11]=[N:10][CH:9]=[C:8]2[C:3]=1[CH:4]=[C:5]([C:12]([NH2:14])=[O:13])[CH:6]=[N:7]2.C(N(CC)CC)C.[C:22]([O:25][CH2:26]C)(=[O:24])C, predict the reaction product. The product is: [C:12]([C:5]1[CH:6]=[N:7][C:8]2[CH:9]=[N:10][CH:11]=[C:2]([C:22]([O:25][CH3:26])=[O:24])[C:3]=2[CH:4]=1)(=[O:13])[NH2:14]. (4) The product is: [CH2:1]([C:5]1[N:6]=[C:7]([NH2:26])[C:8]2[NH:13][N:12]=[C:11]([CH2:14][CH2:15][CH2:16][CH2:17][CH2:18][CH2:19][N:20]3[CH2:24][CH2:23][C@H:22]([F:25])[CH2:21]3)[C:9]=2[N:10]=1)[CH2:2][CH2:3][CH3:4]. Given the reactants [CH2:1]([C:5]1[N:6]=[C:7]([NH:26]CC2C=CC(OC)=C(OC)C=2)[C:8]2[NH:13][N:12]=[C:11]([CH2:14][CH2:15][CH2:16][CH2:17][CH2:18][CH2:19][N:20]3[CH2:24][CH2:23][C@H:22]([F:25])[CH2:21]3)[C:9]=2[N:10]=1)[CH2:2][CH2:3][CH3:4].FC(F)(F)C(O)=O, predict the reaction product.